From a dataset of Reaction yield outcomes from USPTO patents with 853,638 reactions. Predict the reaction yield, written as a fraction of the theoretical maximum amount of product (1.0 means a 100% yield; for example, 0.34 means a 34% yield). (1) The reactants are [CH3:1][C:2]1[N:3]=[CH:4][N:5]([C:7]2[CH:13]=[CH:12][C:10]([NH2:11])=[CH:9][CH:8]=2)[CH:6]=1.[C:14]([NH:19][C:20](=[O:26])[O:21][C:22]([CH3:25])([CH3:24])[CH3:23])(=[O:18])/[CH:15]=[CH:16]/[CH3:17]. The catalyst is C(#N)C.O.O.O.O.O.O.[N+]([O-])([O-])=O.[Y+3].[N+]([O-])([O-])=O.[N+]([O-])([O-])=O. The product is [CH3:1][C:2]1[N:3]=[CH:4][N:5]([C:7]2[CH:13]=[CH:12][C:10]([NH:11][CH:16]([CH3:17])[CH2:15][C:14]([NH:19][C:20](=[O:26])[O:21][C:22]([CH3:25])([CH3:24])[CH3:23])=[O:18])=[CH:9][CH:8]=2)[CH:6]=1. The yield is 0.330. (2) The reactants are Br[C:2]1[CH:3]=[C:4]([NH:10][C:11]2[CH:16]=[CH:15][C:14]([CH:17]3[CH2:22][CH2:21][N:20]([CH3:23])[CH2:19][CH2:18]3)=[CH:13][N:12]=2)[C:5](=[O:9])[N:6]([CH3:8])[CH:7]=1.[C:24]([O:27][CH2:28][C:29]1[C:34](B2OC(C)(C)C(C)(C)O2)=[CH:33][CH:32]=[CH:31][C:30]=1[N:44]1[CH2:49][CH2:48][C:47]2[C:50]3[CH2:56][CH2:55][CH2:54][CH2:53][C:51]=3[S:52][C:46]=2[C:45]1=[O:57])(=[O:26])[CH3:25].CC([O-])=O.[Na+]. The catalyst is CC#N.C1C=CC(P(C2C=CC=CC=2)[C-]2C=CC=C2)=CC=1.C1C=CC(P(C2C=CC=CC=2)[C-]2C=CC=C2)=CC=1.Cl[Pd]Cl.[Fe+2]. The product is [C:24]([O:27][CH2:28][C:29]1[C:30]([N:44]2[C:45](=[O:57])[C:46]3[S:52][C:51]4[CH2:53][CH2:54][CH2:55][CH2:56][C:50]=4[C:47]=3[CH2:48][CH2:49]2)=[CH:31][CH:32]=[CH:33][C:34]=1[C:2]1[CH:3]=[C:4]([NH:10][C:11]2[CH:16]=[CH:15][C:14]([CH:17]3[CH2:22][CH2:21][N:20]([CH3:23])[CH2:19][CH2:18]3)=[CH:13][N:12]=2)[C:5](=[O:9])[N:6]([CH3:8])[CH:7]=1)(=[O:26])[CH3:25]. The yield is 0.430. (3) The reactants are [F:1][C:2]1[CH:7]=[CH:6][C:5]([C@:8]2([CH2:32][CH2:33][CH2:34][OH:35])[O:13][C:12](=[O:14])[N:11]([C@H:15]([C:17]3[CH:22]=[CH:21][C:20](B4OC(C)(C)C(C)(C)O4)=[CH:19][CH:18]=3)[CH3:16])[CH2:10][CH2:9]2)=[CH:4][CH:3]=1.[Cl:36][C:37]1[CH:42]=[C:41](Cl)[N:40]=[CH:39][N:38]=1.C([O-])([O-])=O.[Cs+].[Cs+]. The catalyst is C1COCC1.C1C=CC(P(C2C=CC=CC=2)[C-]2C=CC=C2)=CC=1.C1C=CC(P(C2C=CC=CC=2)[C-]2C=CC=C2)=CC=1.Cl[Pd]Cl.[Fe+2]. The product is [Cl:36][C:37]1[N:38]=[CH:39][N:40]=[C:41]([C:20]2[CH:21]=[CH:22][C:17]([C@@H:15]([N:11]3[CH2:10][CH2:9][C@@:8]([C:5]4[CH:6]=[CH:7][C:2]([F:1])=[CH:3][CH:4]=4)([CH2:32][CH2:33][CH2:34][OH:35])[O:13][C:12]3=[O:14])[CH3:16])=[CH:18][CH:19]=2)[CH:42]=1. The yield is 0.680. (4) The reactants are [OH:1][C:2]1[CH:7]=[C:6]([CH3:8])O[C:4](=[O:9])[CH:3]=1.[Cl:10][C:11]1[CH:12]=[C:13]([CH:16]=[CH:17][C:18]=1[O:19][CH3:20])[CH2:14][NH2:15]. The catalyst is O. The product is [Cl:10][C:11]1[CH:12]=[C:13]([CH:16]=[CH:17][C:18]=1[O:19][CH3:20])[CH2:14][N:15]1[C:6]([CH3:8])=[CH:7][C:2]([OH:1])=[CH:3][C:4]1=[O:9]. The yield is 0.630. (5) The product is [F:1][C:2]([F:7])([F:6])[C:3]([OH:5])=[O:4].[C:10]([N:42]1[CH2:43][CH2:44][C@@H:40]([C:38]([NH:37][C:29]2[CH:30]=[CH:31][C:32]3[NH:33][C:34]4[N:35]=[C:19]([NH:20][C:21]5[CH:22]=[CH:23][CH:24]=[C:25]([CH:45]=5)[CH2:26][CH2:27][C:28]=2[CH:36]=3)[N:18]=[CH:17][C:16]=4[Cl:15])=[O:39])[CH2:41]1)(=[O:11])[CH3:9]. No catalyst specified. The reactants are [F:1][C:2]([F:7])([F:6])[C:3]([OH:5])=[O:4].F[C:9](F)(F)[C:10](O)=[O:11].[Cl:15][C:16]1[CH:17]=[N:18][C:19]2[NH:20][C:21]3[CH:22]=[CH:23][CH:24]=[C:25]([CH:45]=3)[CH2:26][CH2:27][C:28]3[CH:36]=[C:32]([NH:33][C:34]=1[N:35]=2)[CH:31]=[CH:30][C:29]=3[NH:37][C:38]([C@@H:40]1[CH2:44][CH2:43][NH:42][CH2:41]1)=[O:39].C(Cl)(=O)C. The yield is 0.430.